Dataset: Full USPTO retrosynthesis dataset with 1.9M reactions from patents (1976-2016). Task: Predict the reactants needed to synthesize the given product. (1) Given the product [Cl:17][C:14]1[N:13]=[CH:12][C:11]([S:8]([C:5]([CH3:7])([CH3:6])[C:4]([OH:18])=[O:3])(=[O:9])=[O:10])=[CH:16][CH:15]=1, predict the reactants needed to synthesize it. The reactants are: C([O:3][C:4](=[O:18])[C:5]([S:8]([C:11]1[CH:12]=[N:13][C:14]([Cl:17])=[CH:15][CH:16]=1)(=[O:10])=[O:9])([CH3:7])[CH3:6])C.C[Si](C)(C)[O-].[K+]. (2) The reactants are: [C:1]([C:3]1[C:11]2[C:10]([C:12]([OH:14])=O)=[N:9][C:8]([S:15][CH3:16])=[N:7][C:6]=2[N:5]([CH2:17][O:18][CH2:19][CH2:20][Si:21]([CH3:24])([CH3:23])[CH3:22])[CH:4]=1)#[N:2].[CH2:25]1[C:33]2[C:28](=[CH:29][CH:30]=[CH:31][CH:32]=2)[CH2:27][NH:26]1.CN(C(ON1N=NC2C=CC=CC1=2)=[N+](C)C)C.F[P-](F)(F)(F)(F)F.CCN(C(C)C)C(C)C. Given the product [CH2:25]1[C:33]2[C:28](=[CH:29][CH:30]=[CH:31][CH:32]=2)[CH2:27][N:26]1[C:12]([C:10]1[C:11]2[C:3]([C:1]#[N:2])=[CH:4][N:5]([CH2:17][O:18][CH2:19][CH2:20][Si:21]([CH3:23])([CH3:24])[CH3:22])[C:6]=2[N:7]=[C:8]([S:15][CH3:16])[N:9]=1)=[O:14], predict the reactants needed to synthesize it.